From a dataset of Forward reaction prediction with 1.9M reactions from USPTO patents (1976-2016). Predict the product of the given reaction. (1) Given the reactants [C:1]([O:5][C:6]([N:8]1[CH:15]2[CH:11]([C:12]([C:16]#[C:17][Si](C)(C)C)=[N:13][O:14]2)[CH2:10][CH2:9]1)=[O:7])([CH3:4])([CH3:3])[CH3:2].C([O-])([O-])=O.[K+].[K+].O, predict the reaction product. The product is: [C:1]([O:5][C:6]([N:8]1[CH:15]2[CH:11]([C:12]([C:16]#[CH:17])=[N:13][O:14]2)[CH2:10][CH2:9]1)=[O:7])([CH3:4])([CH3:3])[CH3:2]. (2) Given the reactants Cl[C:2]1[N:3]=[N+:4]([O-:15])[C:5]2[CH:14]=[C:13]3[C:9]([CH2:10][CH2:11][CH2:12]3)=[CH:8][C:6]=2[N:7]=1.CCN(CC)CC.[CH3:23][O:24][CH2:25][CH2:26][CH2:27][N:28]([CH3:32])[CH2:29][CH2:30][NH2:31], predict the reaction product. The product is: [CH3:23][O:24][CH2:25][CH2:26][CH2:27][N:28]([CH3:32])[CH2:29][CH2:30][NH:31][C:2]1[N:3]=[N+:4]([O-:15])[C:5]2[CH:14]=[C:13]3[C:9]([CH2:10][CH2:11][CH2:12]3)=[CH:8][C:6]=2[N:7]=1. (3) Given the reactants C12(C3C=C(C=CC=3OC(C)C)CCC(C(O)CCO)NC)CC3CC(CC(C3)C1)C2.[C:31]12([C:41]3[CH:42]=[C:43]([CH:65]=[CH:66][C:67]=3[O:68][CH:69]([CH3:71])[CH3:70])[CH2:44][CH2:45][N:46]([CH2:48][C:49]3([NH:57]C(=O)OC(C)(C)C)[CH2:54][O:53]C(C)(C)[O:51][CH2:50]3)[CH3:47])[CH2:40][CH:35]3[CH2:36][CH:37]([CH2:39][CH:33]([CH2:34]3)[CH2:32]1)[CH2:38]2.C(OC1C=C(C2ON=C(C3C=CC=C4C=3CCN4CC3(NC(=O)OC(C)(C)C)COC(C)(C)OC3)N=2)C=CC=1OCC)C, predict the reaction product. The product is: [NH2:57][C:49]([CH2:48][N:46]([CH2:45][CH2:44][C:43]1[CH:65]=[CH:66][C:67]([O:68][CH:69]([CH3:71])[CH3:70])=[C:41]([C:31]23[CH2:40][CH:35]4[CH2:36][CH:37]([CH2:39][CH:33]([CH2:34]4)[CH2:32]2)[CH2:38]3)[CH:42]=1)[CH3:47])([CH2:54][OH:53])[CH2:50][OH:51]. (4) Given the reactants Br[C:2]1[N:3]([CH3:24])[C:4]2[C:9]([C:10]=1[CH:11]1[CH2:16][CH2:15][CH2:14][CH2:13][CH2:12]1)=[CH:8][CH:7]=[C:6]([C:17]([O:19][C:20]([CH3:23])([CH3:22])[CH3:21])=[O:18])[CH:5]=2.[OH:25][C:26]1[CH:31]=[CH:30][CH:29]=[CH:28][C:27]=1B(O)O.C(=O)([O-])[O-].[K+].[K+], predict the reaction product. The product is: [CH:11]1([C:10]2[C:9]3[C:4](=[CH:5][C:6]([C:17]([O:19][C:20]([CH3:23])([CH3:22])[CH3:21])=[O:18])=[CH:7][CH:8]=3)[N:3]([CH3:24])[C:2]=2[C:27]2[CH:28]=[CH:29][CH:30]=[CH:31][C:26]=2[OH:25])[CH2:16][CH2:15][CH2:14][CH2:13][CH2:12]1. (5) Given the reactants [F:1][C:2]1[S:6][C:5]([N:7]([CH3:20])[CH:8]2[CH2:12][CH2:11][N:10](C(OC(C)(C)C)=O)[CH2:9]2)=[N:4][CH:3]=1.[C:21]([OH:27])([C:23]([F:26])([F:25])[F:24])=[O:22], predict the reaction product. The product is: [F:24][C:23]([F:26])([F:25])[C:21]([OH:27])=[O:22].[F:1][C:2]1[S:6][C:5]([N:7]([CH3:20])[CH:8]2[CH2:12][CH2:11][NH:10][CH2:9]2)=[N:4][CH:3]=1. (6) Given the reactants [Cl:1][C:2]1[CH:8]=[C:7]([Cl:9])[CH:6]=[C:5]([CH3:10])[C:3]=1[NH2:4].[H-].[Na+].Cl[C:14]1[N:18]([CH3:19])[C:17]2[C:20]([CH:26]([CH2:29][CH3:30])[CH2:27][CH3:28])=[CH:21][CH:22]=[C:23]([O:24][CH3:25])[C:16]=2[N:15]=1.C(=O)([O-])O.[Na+], predict the reaction product. The product is: [Cl:1][C:2]1[CH:8]=[C:7]([Cl:9])[CH:6]=[C:5]([CH3:10])[C:3]=1[NH:4][C:14]1[N:18]([CH3:19])[C:17]2[C:20]([CH:26]([CH2:29][CH3:30])[CH2:27][CH3:28])=[CH:21][CH:22]=[C:23]([O:24][CH3:25])[C:16]=2[N:15]=1.